From a dataset of Reaction yield outcomes from USPTO patents with 853,638 reactions. Predict the reaction yield, written as a fraction of the theoretical maximum amount of product (1.0 means a 100% yield; for example, 0.34 means a 34% yield). (1) The reactants are Br[C:2]1[CH:7]=[C:6]([CH3:8])[C:5]([C:9]2[C:10](=[O:27])[CH:11]([CH2:16][CH2:17][NH:18][C:19]([C:21]3[CH:26]=[CH:25][CH:24]=[CH:23][N:22]=3)=[O:20])[CH2:12][C:13]=2[O:14][CH3:15])=[C:4]([CH2:28][CH3:29])[CH:3]=1.[F-].[Cs+].[F:32][C:33]1[CH:38]=[CH:37][C:36](B(O)O)=[CH:35][CH:34]=1. The catalyst is O1CCOCC1.C(OCC)(=O)C. The product is [CH2:28]([C:4]1[CH:3]=[C:2]([C:36]2[CH:37]=[CH:38][C:33]([F:32])=[CH:34][CH:35]=2)[CH:7]=[C:6]([CH3:8])[C:5]=1[C:9]1[C:10](=[O:27])[CH:11]([CH2:16][CH2:17][NH:18][C:19]([C:21]2[CH:26]=[CH:25][CH:24]=[CH:23][N:22]=2)=[O:20])[CH2:12][C:13]=1[O:14][CH3:15])[CH3:29]. The yield is 0.890. (2) The yield is 0.620. The catalyst is CO. The reactants are Br[C:2]1[N:7]2[CH:8]=[CH:9][N:10]=[C:6]2[CH:5]=[C:4]([CH3:11])[CH:3]=1.[CH3:12][O-:13].[Na+]. The product is [CH3:12][O:13][C:2]1[N:7]2[CH:8]=[CH:9][N:10]=[C:6]2[CH:5]=[C:4]([CH3:11])[CH:3]=1. (3) The reactants are [NH2:1][C:2]1[N:6]([C:7]2[CH:8]=[C:9]([CH:16]=[CH:17][C:18]=2[CH3:19])[C:10]([NH:12][CH:13]2[CH2:15][CH2:14]2)=[O:11])[N:5]=[C:4](OCC)[C:3]=1[C:23](=[O:30])[C:24]1[CH:29]=[CH:28][CH:27]=[CH:26][CH:25]=1.CCN=C=NCCCN(C)C.C1C=CC2N(O)N=NC=2C=1.C(N(C(C)C)CC)(C)C.C1(N)CC1. The catalyst is CN(C=O)C. The product is [NH2:1][C:2]1[N:6]([C:7]2[CH:8]=[C:9]([CH:16]=[CH:17][C:18]=2[CH3:19])[C:10]([NH:12][CH:13]2[CH2:14][CH2:15]2)=[O:11])[N:5]=[CH:4][C:3]=1[C:23](=[O:30])[C:24]1[CH:25]=[CH:26][CH:27]=[CH:28][CH:29]=1. The yield is 0.657. (4) The reactants are [CH:1]1[CH:2]=[CH:3][C:4]2[S:14][C:13]3[CH:12]=[CH:11][C:10]([C:15]([F:18])([F:17])[F:16])=[CH:9][C:8]=3[N:7]([CH2:19][CH2:20][CH2:21][N:22]3[CH2:27][CH2:26][N:25]([CH2:28][CH2:29][OH:30])[CH2:24][CH2:23]3)[C:5]=2[CH:6]=1.C(Cl)(=O)CC.[C:36]([OH:40])(=[O:39])[CH2:37][CH3:38]. No catalyst specified. The product is [CH:1]1[CH:2]=[CH:3][C:4]2[S:14][C:13]3[CH:12]=[CH:11][C:10]([C:15]([F:18])([F:17])[F:16])=[CH:9][C:8]=3[N:7]([CH2:19][CH2:20][CH2:21][N:22]3[CH2:23][CH2:24][N:25]([CH2:28][CH2:29][OH:30])[CH2:26][CH2:27]3)[C:5]=2[CH:6]=1.[C:36]([O-:40])(=[O:39])[CH2:37][CH3:38]. The yield is 0.950.